From a dataset of NCI-60 drug combinations with 297,098 pairs across 59 cell lines. Regression. Given two drug SMILES strings and cell line genomic features, predict the synergy score measuring deviation from expected non-interaction effect. (1) Drug 1: C1=NC(=NC(=O)N1C2C(C(C(O2)CO)O)O)N. Drug 2: C1CN1C2=NC(=NC(=N2)N3CC3)N4CC4. Cell line: UACC62. Synergy scores: CSS=52.9, Synergy_ZIP=0.833, Synergy_Bliss=0.706, Synergy_Loewe=4.11, Synergy_HSA=6.63. (2) Drug 1: C1C(C(OC1N2C=C(C(=O)NC2=O)F)CO)O. Drug 2: C1CC(=O)NC(=O)C1N2C(=O)C3=CC=CC=C3C2=O. Cell line: SR. Synergy scores: CSS=67.7, Synergy_ZIP=0.903, Synergy_Bliss=-0.0657, Synergy_Loewe=-60.3, Synergy_HSA=0.282.